From a dataset of NCI-60 drug combinations with 297,098 pairs across 59 cell lines. Regression. Given two drug SMILES strings and cell line genomic features, predict the synergy score measuring deviation from expected non-interaction effect. (1) Cell line: SR. Drug 2: C1=NC2=C(N1)C(=S)N=CN2. Synergy scores: CSS=8.52, Synergy_ZIP=-19.9, Synergy_Bliss=-39.4, Synergy_Loewe=-50.1, Synergy_HSA=-36.8. Drug 1: CS(=O)(=O)C1=CC(=C(C=C1)C(=O)NC2=CC(=C(C=C2)Cl)C3=CC=CC=N3)Cl. (2) Drug 1: CC12CCC3C(C1CCC2=O)CC(=C)C4=CC(=O)C=CC34C. Drug 2: CCN(CC)CCCC(C)NC1=C2C=C(C=CC2=NC3=C1C=CC(=C3)Cl)OC. Cell line: TK-10. Synergy scores: CSS=52.2, Synergy_ZIP=5.32, Synergy_Bliss=9.02, Synergy_Loewe=4.77, Synergy_HSA=9.60.